From a dataset of Catalyst prediction with 721,799 reactions and 888 catalyst types from USPTO. Predict which catalyst facilitates the given reaction. (1) Reactant: [Cl:1][C:2]1[CH:7]=[CH:6][C:5]([S:8]([C:11]2([C:29]3[CH:34]=[C:33]([F:35])[CH:32]=[CH:31][C:30]=3[F:36])[CH2:16][CH2:15][CH:14](CS(N3CCC[C@@H]3C(O)=O)(=O)=O)[CH2:13][CH2:12]2)(=[O:10])=[O:9])=[CH:4][CH:3]=1.[CH3:37][N:38]([CH3:43])[S:39](Cl)(=[O:41])=[O:40].C([N:46](CC)CC)C.CC(N(C)C)=O. Product: [CH3:37][N:38]([CH3:43])[S:39](=[O:41])(=[O:40])[NH:46][CH:14]1[CH2:15][CH2:16][C:11]([S:8]([C:5]2[CH:4]=[CH:3][C:2]([Cl:1])=[CH:7][CH:6]=2)(=[O:10])=[O:9])([C:29]2[CH:34]=[C:33]([F:35])[CH:32]=[CH:31][C:30]=2[F:36])[CH2:12][CH2:13]1. The catalyst class is: 96. (2) Reactant: [Li+].[OH-].[O:3]=[C:4]1[N:10]([CH:11]2[CH2:16][CH2:15][N:14]([C:17]([O:19][C@H:20]([CH2:41][C:42]3[CH:47]=[C:46]([CH3:48])[C:45]([NH2:49])=[C:44]([CH3:50])[CH:43]=3)[C:21]([N:23]3[CH2:28][CH2:27][CH:26]([CH:29]4[CH2:34][CH2:33][N:32]([CH2:35][C:36]([O:38]CC)=[O:37])[CH2:31][CH2:30]4)[CH2:25][CH2:24]3)=[O:22])=[O:18])[CH2:13][CH2:12]2)[CH2:9][CH2:8][C:7]2[CH:51]=[CH:52][CH:53]=[CH:54][C:6]=2[NH:5]1. Product: [O:3]=[C:4]1[N:10]([CH:11]2[CH2:12][CH2:13][N:14]([C:17]([O:19][C@H:20]([CH2:41][C:42]3[CH:47]=[C:46]([CH3:48])[C:45]([NH2:49])=[C:44]([CH3:50])[CH:43]=3)[C:21]([N:23]3[CH2:24][CH2:25][CH:26]([CH:29]4[CH2:34][CH2:33][N:32]([CH2:35][C:36]([OH:38])=[O:37])[CH2:31][CH2:30]4)[CH2:27][CH2:28]3)=[O:22])=[O:18])[CH2:15][CH2:16]2)[CH2:9][CH2:8][C:7]2[CH:51]=[CH:52][CH:53]=[CH:54][C:6]=2[NH:5]1. The catalyst class is: 90. (3) Reactant: [F:1][C:2]([CH3:35])([CH3:34])[CH:3]([NH:8][C:9]([C:11]1[N:12]=[C:13]([C:28]2[CH:33]=[CH:32][CH:31]=[CH:30][CH:29]=2)[N:14]2[CH2:20][CH2:19][CH2:18][N:17](C(OC(C)(C)C)=O)[CH2:16][C:15]=12)=[O:10])[C:4]([NH:6][CH3:7])=[O:5].FC(F)(F)C(O)=O. Product: [F:1][C:2]([CH3:35])([CH3:34])[CH:3]([NH:8][C:9]([C:11]1[N:12]=[C:13]([C:28]2[CH:33]=[CH:32][CH:31]=[CH:30][CH:29]=2)[N:14]2[CH2:20][CH2:19][CH2:18][NH:17][CH2:16][C:15]=12)=[O:10])[C:4]([NH:6][CH3:7])=[O:5]. The catalyst class is: 4. (4) Reactant: Br[C:2]1[CH:9]=[CH:8][C:5]([C:6]#[N:7])=[C:4]([CH3:10])[CH:3]=1.[CH3:11][S-:12].[Na+]. Product: [CH3:10][C:4]1[CH:3]=[C:2]([S:12][CH3:11])[CH:9]=[CH:8][C:5]=1[C:6]#[N:7]. The catalyst class is: 39. (5) Reactant: [CH3:1][O:2][C:3]1[CH:8]=[C:7]([O:9][CH3:10])[CH:6]=[CH:5][C:4]=1/[C:11](/[C:19]1[CH:24]=[CH:23][CH:22]=[C:21]([CH3:25])[N:20]=1)=[N:12]/[S:13]([C:15]([CH3:18])([CH3:17])[CH3:16])=[O:14].[BH4-].[Na+]. Product: [CH3:1][O:2][C:3]1[CH:8]=[C:7]([O:9][CH3:10])[CH:6]=[CH:5][C:4]=1[CH:11]([C:19]1[CH:24]=[CH:23][CH:22]=[C:21]([CH3:25])[N:20]=1)[NH:12][S:13]([C:15]([CH3:18])([CH3:17])[CH3:16])=[O:14]. The catalyst class is: 5. (6) Reactant: [Si:1]([O:18][CH2:19][C@H:20]1[CH2:24][CH2:23][C:22](=[O:25])[N:21]1[C:26]([O:28][C:29]([CH3:32])([CH3:31])[CH3:30])=[O:27])([C:14]([CH3:17])([CH3:16])[CH3:15])([C:8]1[CH:13]=[CH:12][CH:11]=[CH:10][CH:9]=1)[C:2]1[CH:7]=[CH:6][CH:5]=[CH:4][CH:3]=1.[Li+].C[Si]([N-][Si](C)(C)C)(C)C.I[CH2:44][Sn:45]([CH3:48])([CH3:47])[CH3:46].[NH4+].[Cl-]. Product: [Si:1]([O:18][CH2:19][C@@H:20]1[N:21]([C:26]([O:28][C:29]([CH3:32])([CH3:31])[CH3:30])=[O:27])[C:22](=[O:25])[CH:23]([CH2:44][Sn:45]([CH3:48])([CH3:47])[CH3:46])[CH2:24]1)([C:14]([CH3:15])([CH3:16])[CH3:17])([C:2]1[CH:7]=[CH:6][CH:5]=[CH:4][CH:3]=1)[C:8]1[CH:13]=[CH:12][CH:11]=[CH:10][CH:9]=1. The catalyst class is: 49.